Dataset: Full USPTO retrosynthesis dataset with 1.9M reactions from patents (1976-2016). Task: Predict the reactants needed to synthesize the given product. (1) Given the product [F:26][C:2]([F:1])([F:25])[C:3]1[N:4]=[C:5]([NH:8][C:9]([C:11]2[C:16]([NH:17][C:18]3[CH:19]=[N:20][CH:21]=[C:22]([C:31]#[N:32])[CH:23]=3)=[CH:15][CH:14]=[C:13]([CH3:24])[N:12]=2)=[O:10])[S:6][CH:7]=1, predict the reactants needed to synthesize it. The reactants are: [F:1][C:2]([F:26])([F:25])[C:3]1[N:4]=[C:5]([NH:8][C:9]([C:11]2[C:16]([NH:17][C:18]3[CH:19]=[N:20][CH:21]=[CH:22][CH:23]=3)=[CH:15][CH:14]=[C:13]([CH3:24])[N:12]=2)=[O:10])[S:6][CH:7]=1.BrC1C=C(C#N)[CH:31]=[N:32]C=1. (2) Given the product [NH2:1][C:4]1[CH:5]=[CH:6][C:7]([O:8][C:9]2[CH:10]=[C:11]([N:15]([CH2:23][C:24]3[CH:29]=[CH:28][CH:27]=[C:26]([O:30][C:31]([F:35])([F:36])[CH:32]([F:33])[F:34])[CH:25]=3)[CH2:16][CH:17]([OH:22])[C:18]([F:21])([F:20])[F:19])[CH:12]=[CH:13][CH:14]=2)=[CH:37][CH:38]=1.[F:19][C:18]([F:21])([F:20])[CH:17]([OH:22])[CH3:16], predict the reactants needed to synthesize it. The reactants are: [N+:1]([C:4]1[CH:38]=[CH:37][C:7]([O:8][C:9]2[CH:10]=[C:11]([N:15]([CH2:23][C:24]3[CH:29]=[CH:28][CH:27]=[C:26]([O:30][C:31]([F:36])([F:35])[CH:32]([F:34])[F:33])[CH:25]=3)[CH2:16][CH:17]([OH:22])[C:18]([F:21])([F:20])[F:19])[CH:12]=[CH:13][CH:14]=2)=[CH:6][CH:5]=1)([O-])=O.[H][H]. (3) Given the product [Cl:32][C:7]1[C:6]2[CH:20]=[C:2]([F:1])[CH:3]=[C:4]([C:21]([O:23][CH3:24])=[O:22])[C:5]=2[O:9][C:8]=1[C:10]1[CH:15]=[CH:14][C:13]([CH2:16][N:17]([CH3:19])[CH3:18])=[CH:12][CH:11]=1, predict the reactants needed to synthesize it. The reactants are: [F:1][C:2]1[CH:3]=[C:4]([C:21]([O:23][CH3:24])=[O:22])[C:5]2[O:9][C:8]([C:10]3[CH:15]=[CH:14][C:13]([CH2:16][N:17]([CH3:19])[CH3:18])=[CH:12][CH:11]=3)=[CH:7][C:6]=2[CH:20]=1.C1C(=O)N([Cl:32])C(=O)C1.C(OCC)(=O)C. (4) Given the product [F:21][C:4]([F:20])([F:3])[C:5]1[CH:6]=[CH:7][C:8]([O:11][C:12]2[CH:19]=[CH:18][C:15]([C:16]([OH:1])=[O:17])=[CH:14][CH:13]=2)=[N:9][CH:10]=1, predict the reactants needed to synthesize it. The reactants are: [OH-:1].[Na+].[F:3][C:4]([F:21])([F:20])[C:5]1[CH:6]=[CH:7][C:8]([O:11][C:12]2[CH:19]=[CH:18][C:15]([CH:16]=[O:17])=[CH:14][CH:13]=2)=[N:9][CH:10]=1. (5) The reactants are: C(O)(C(F)(F)F)=O.[Cl:8][C:9]1[CH:10]=[CH:11][C:12]([CH2:31][N:32]2[CH2:35][CH:34]([OH:36])[CH2:33]2)=[C:13]([CH:30]=1)[CH2:14][NH:15][C:16](=[O:29])[C@@H:17]1[CH2:21][CH2:20][CH2:19][N:18]1C(OC(C)(C)C)=O. Given the product [Cl:8][C:9]1[CH:10]=[CH:11][C:12]([CH2:31][N:32]2[CH2:35][CH:34]([OH:36])[CH2:33]2)=[C:13]([CH:30]=1)[CH2:14][NH:15][C:16](=[O:29])[C@@H:17]1[CH2:21][CH2:20][CH2:19][NH:18]1, predict the reactants needed to synthesize it. (6) Given the product [ClH:63].[ClH:63].[NH2:8][C@H:9]1[CH2:14][CH2:13][C@H:12]([N:15]([C:19]2[CH:24]=[C:23]([CH2:25][CH2:26][O:27][C:28]([NH:30][C:31]3[CH:36]=[C:35]([O:37][CH3:38])[C:34]([CH2:39][NH:40][CH2:41][C@H:42]([OH:55])[C:43]4[CH:52]=[CH:51][C:50]([OH:53])=[C:49]5[C:44]=4[CH:45]=[CH:46][C:47](=[O:54])[NH:48]5)=[CH:33][C:32]=3[Cl:63])=[O:29])[CH:22]=[CH:21][C:20]=2[C:64]2[CH:69]=[CH:68][CH:67]=[CH:66][CH:65]=2)[C:16](=[O:17])[OH:18])[CH2:11][CH2:10]1, predict the reactants needed to synthesize it. The reactants are: C(OC([NH:8][C@H:9]1[CH2:14][CH2:13][C@H:12]([N:15]([C:19]2[CH:24]=[C:23]([CH2:25][CH2:26][O:27][C:28]([NH:30][C:31]3[CH:36]=[C:35]([O:37][CH3:38])[C:34]([CH2:39][NH:40][CH2:41][C@H:42]([O:55][Si](C(C)(C)C)(C)C)[C:43]4[CH:52]=[CH:51][C:50]([OH:53])=[C:49]5[C:44]=4[CH:45]=[CH:46][C:47](=[O:54])[NH:48]5)=[CH:33][C:32]=3[Cl:63])=[O:29])[CH:22]=[CH:21][C:20]=2[C:64]2[CH:69]=[CH:68][CH:67]=[CH:66][CH:65]=2)[C:16](=[O:18])[O-:17])[CH2:11][CH2:10]1)=O)(C)(C)C.C(#N)C. (7) The reactants are: [Br:1][C:2]1[S:3][C:4]2[C:10](=[O:11])/[C:9](=[CH:12]/[C:13]([O:15][CH2:16][CH3:17])=[O:14])/[CH:8]([CH3:18])[CH2:7][C:5]=2[N:6]=1.[Cl:19][C:20]1[CH:25]=[CH:24][C:23]([Mg]Br)=[CH:22][CH:21]=1. Given the product [Br:1][C:2]1[S:3][C:4]2[C:10]([C:23]3[CH:24]=[CH:25][C:20]([Cl:19])=[CH:21][CH:22]=3)([OH:11])/[C:9](=[CH:12]/[C:13]([O:15][CH2:16][CH3:17])=[O:14])/[CH:8]([CH3:18])[CH2:7][C:5]=2[N:6]=1, predict the reactants needed to synthesize it.